The task is: Regression/Classification. Given a drug SMILES string, predict its toxicity properties. Task type varies by dataset: regression for continuous values (e.g., LD50, hERG inhibition percentage) or binary classification for toxic/non-toxic outcomes (e.g., AMES mutagenicity, cardiotoxicity, hepatotoxicity). Dataset: ld50_zhu.. This data is from Acute oral toxicity (LD50) regression data from Zhu et al.. (1) The compound is CC1OC(C)OC(C)O1. The rat oral LD50 is 1.94, given as -log10 of the dose in mol/kg body weight (higher means more acutely toxic). (2) The molecule is CC(C)=CCCC(C)=CCO. The rat oral LD50 is 1.53, given as -log10 of the dose in mol/kg body weight (higher means more acutely toxic).